Task: Predict the product of the given reaction.. Dataset: Forward reaction prediction with 1.9M reactions from USPTO patents (1976-2016) (1) Given the reactants [CH3:1][CH:2]1[CH2:6][NH:5][C:4](=[O:7])[CH2:3]1.[F:8][C:9]([F:14])([F:13])[C:10]([OH:12])=[O:11], predict the reaction product. The product is: [F:8][C:9]([F:14])([F:13])[C:10]([O-:12])=[O:11].[CH3:1][CH:2]1[CH2:6][NH2+:5][C:4](=[O:7])[CH2:3]1. (2) Given the reactants [NH2:1][C:2]1[C:11]2[N:12]=[C:13]([CH2:18][O:19][CH2:20][CH3:21])[N:14]([CH2:15][CH2:16][CH3:17])[C:10]=2[C:9]2[CH:8]=[CH:7][C:6]([O:22]C3CCN(C(OC(C)(C)C)=O)CC3)=[CH:5][C:4]=2[N:3]=1, predict the reaction product. The product is: [CH2:20]([O:19][CH2:18][C:13]1[N:14]([CH2:15][CH2:16][CH3:17])[C:10]2[C:9]3[CH:8]=[CH:7][C:6]([O:22][N:3]4[CH2:4][CH2:9][CH2:10][CH2:11][CH2:2]4)=[CH:5][C:4]=3[N:3]=[C:2]([NH2:1])[C:11]=2[N:12]=1)[CH3:21].